This data is from Full USPTO retrosynthesis dataset with 1.9M reactions from patents (1976-2016). The task is: Predict the reactants needed to synthesize the given product. (1) Given the product [NH2:40][C:39]1[N:41]=[C:30]([C:27]2[CH:26]=[CH:25][C:24]([C:9]3[N:8]([C:5]4[CH:4]=[CH:3][C:2]([Cl:1])=[CH:7][CH:6]=4)[C:13](=[O:14])[C:12]4[CH:15]=[N:16][N:17]([C:18]5[CH:23]=[CH:22][CH:21]=[CH:20][CH:19]=5)[C:11]=4[N:10]=3)=[CH:29][CH:28]=2)[CH:31]=[CH:32][N:38]=1, predict the reactants needed to synthesize it. The reactants are: [Cl:1][C:2]1[CH:7]=[CH:6][C:5]([N:8]2[C:13](=[O:14])[C:12]3[CH:15]=[N:16][N:17]([C:18]4[CH:23]=[CH:22][CH:21]=[CH:20][CH:19]=4)[C:11]=3[N:10]=[C:9]2[C:24]2[CH:29]=[CH:28][C:27]([C:30](=O)[CH:31]=[CH:32]N(C)C)=[CH:26][CH:25]=2)=[CH:4][CH:3]=1.Cl.[NH2:38][C:39]([NH2:41])=[NH:40].[OH-].[Na+].[NH4+].[Cl-]. (2) Given the product [C:14]([C:10]1[O:11][CH:12]=[CH:13][C:9]=1[NH:8][C:6](=[O:7])[O:5][C:1]([CH3:4])([CH3:3])[CH3:2])(=[O:16])[NH2:19], predict the reactants needed to synthesize it. The reactants are: [C:1]([O:5][C:6]([NH:8][C:9]1[CH:13]=[CH:12][O:11][C:10]=1[C:14]([OH:16])=O)=[O:7])([CH3:4])([CH3:3])[CH3:2].CC[N:19](C(C)C)C(C)C.C1CN([P+](ON2N=NC3C=CC=CC2=3)(N2CCCC2)N2CCCC2)CC1.F[P-](F)(F)(F)(F)F.[Cl-].[NH4+].Cl. (3) The reactants are: [CH2:1]1[C:15]2[C:10](=[CH:11][CH:12]=[CH:13][CH:14]=2)[CH2:9][C:8]2[C:3](=[CH:4][CH:5]=[CH:6][CH:7]=2)[CH2:2]1.[Br:16][C:17]1[CH:24]=[C:21]([CH:22]=O)[C:20]([O:25][CH3:26])=[CH:19][CH:18]=1. Given the product [Br:16][C:17]1[CH:18]=[CH:19][C:20]([O:25][CH3:26])=[C:21]([CH:24]=1)[CH:22]=[C:9]1[C:8]2[CH:7]=[CH:6][CH:5]=[CH:4][C:3]=2[CH2:2][CH2:1][C:15]2[CH:14]=[CH:13][CH:12]=[CH:11][C:10]1=2, predict the reactants needed to synthesize it. (4) Given the product [Br:35][C:36]1[C:37]([N:46]2[CH2:51][CH2:50][N:49]([CH:52]([C:54]3[CH:59]=[CH:58][N:57]=[CH:56][CH:55]=3)[CH3:53])[CH2:48][CH2:47]2)=[C:38]2[N:43]=[C:77]([C:76]3[CH:79]=[CH:80][C:73]([O:72][CH2:71][CH2:70][N:69]([CH3:68])[CH3:81])=[CH:74][CH:75]=3)[NH:42][C:39]2=[N:40][CH:41]=1, predict the reactants needed to synthesize it. The reactants are: BrC1C(N2CCN(C(NC3C=CC=CC=3)=O)CC2)=C2N=C(C3C=CC(N(C)C)=CC=3)NC2=NC=1.[Br:35][C:36]1[C:37]([N:46]2[CH2:51][CH2:50][N:49]([CH:52]([C:54]3[CH:59]=[CH:58][N:57]=[CH:56][CH:55]=3)[CH3:53])[CH2:48][CH2:47]2)=[C:38]([N+:43]([O-])=O)[C:39]([NH2:42])=[N:40][CH:41]=1.[O-]S(S([O-])=O)=O.[Na+].[Na+].[CH3:68][N:69]([CH3:81])[CH2:70][CH2:71][O:72][C:73]1[CH:80]=[CH:79][C:76]([CH:77]=O)=[CH:75][CH:74]=1. (5) The reactants are: [H-].[Na+].[C:3]([O:9][CH2:10][CH3:11])(=[O:8])[CH2:4][C:5]([CH3:7])=[O:6].[N+:12]([C:15]1[CH:16]=[C:17]([CH:20]=[CH:21][CH:22]=1)[CH2:18]Br)([O-:14])=[O:13].[NH4+].[Cl-]. Given the product [N+:12]([C:15]1[CH:16]=[C:17]([CH:20]=[CH:21][CH:22]=1)[CH2:18][CH:4]([C:5]([CH3:7])=[O:6])[C:3]([O:9][CH2:10][CH3:11])=[O:8])([O-:14])=[O:13], predict the reactants needed to synthesize it.